From a dataset of Catalyst prediction with 721,799 reactions and 888 catalyst types from USPTO. Predict which catalyst facilitates the given reaction. (1) Reactant: [CH2:1]([O:8][CH2:9][CH2:10][CH2:11][O:12][C:13]1[C:14](Br)=[C:15]([CH:18]=[CH:19][CH:20]=1)[CH:16]=[O:17])[C:2]1[CH:7]=[CH:6][CH:5]=[CH:4][CH:3]=1.CC([O-])=O.[K+].[B:27]1([B:27]2[O:31][C:30]([CH3:33])([CH3:32])[C:29]([CH3:35])([CH3:34])[O:28]2)[O:31][C:30]([CH3:33])([CH3:32])[C:29]([CH3:35])([CH3:34])[O:28]1.C(Cl)Cl. Product: [CH2:1]([O:8][CH2:9][CH2:10][CH2:11][O:12][C:13]1[C:14]([B:27]2[O:31][C:30]([CH3:33])([CH3:32])[C:29]([CH3:35])([CH3:34])[O:28]2)=[C:15]([CH:18]=[CH:19][CH:20]=1)[CH:16]=[O:17])[C:2]1[CH:7]=[CH:6][CH:5]=[CH:4][CH:3]=1. The catalyst class is: 151. (2) Reactant: [C:1]1([CH:7]2[N:21]3[C:22]4[C:14]([C:15]5[C:16]([O:23][CH2:24][CH2:25][CH2:26][CH2:27]Cl)=[CH:17][CH:18]=[CH:19][C:20]=53)=[CH:13][CH:12]=[CH:11][C:10]=4[O:9][CH2:8]2)[CH:6]=[CH:5][CH:4]=[CH:3][CH:2]=1.C(=O)([O-])[O-].[K+].[K+].[CH2:35]([NH:37][CH2:38][CH3:39])[CH3:36].[I-].[Na+]. Product: [CH2:35]([N:37]([CH2:38][CH3:39])[CH2:27][CH2:26][CH2:25][CH2:24][O:23][C:16]1[C:15]2[C:14]3[C:22]4=[C:10]([O:9][CH2:8][CH:7]([C:1]5[CH:6]=[CH:5][CH:4]=[CH:3][CH:2]=5)[N:21]4[C:20]=2[CH:19]=[CH:18][CH:17]=1)[CH:11]=[CH:12][CH:13]=3)[CH3:36]. The catalyst class is: 3. (3) Reactant: [NH:1]1[CH2:5][CH2:4][C@H:3]([C:6]#[N:7])[CH2:2]1.N1CCCC1.CC(O[C:18]([NH:20][C@@H:21]([C:25]([OH:27])=O)[CH:22]1[CH2:24][CH2:23]1)=[O:19])(C)C.C(N[C@@H](C(O)=O)C(C)(C)C)(OC(C)(C)C)=O.[CH3:44][N:45]1[CH:49]=[C:48]([C:50]2[N:55]=[C:54]3[C:56](C(O)=O)=[CH:57][N:58](COCC[Si](C)(C)C)[C:53]3=[N:52][CH:51]=2)[CH:47]=[N:46]1.C1(C2N=C3C(C(O)=O)=CN(COCC[Si](C)(C)C)C3=NC=2)CC1.FC(F)(F)CO.[F-].[Cs+]. Product: [C:6]([C@H:3]1[CH2:4][CH2:5][N:1]([C:25](=[O:27])[C@H:21]([NH:20][C:18]([C:56]2[C:54]3[C:53](=[N:52][CH:51]=[C:50]([C:48]4[CH:47]=[N:46][N:45]([CH3:44])[CH:49]=4)[N:55]=3)[NH:58][CH:57]=2)=[O:19])[CH:22]2[CH2:23][CH2:24]2)[CH2:2]1)#[N:7]. The catalyst class is: 10. (4) Reactant: C(OC(=O)[NH:7][C:8]1[S:9][C:10]2[C:19](=[O:20])[CH2:18][CH2:17][C:16]3[C:12](=[CH:13][N:14]([CH2:21][C:22]4[CH:27]=[CH:26][C:25]([O:28][CH3:29])=[CH:24][CH:23]=4)[N:15]=3)[C:11]=2[N:30]=1)(C)(C)C. Product: [NH2:7][C:8]1[S:9][C:10]2[C:19](=[O:20])[CH2:18][CH2:17][C:16]3[C:12](=[CH:13][N:14]([CH2:21][C:22]4[CH:27]=[CH:26][C:25]([O:28][CH3:29])=[CH:24][CH:23]=4)[N:15]=3)[C:11]=2[N:30]=1. The catalyst class is: 137. (5) Reactant: [N:1]1[CH:6]=[CH:5][C:4]([C:7](Cl)=[O:8])=[CH:3][CH:2]=1.[C:10]([C:13]1[C:14]([OH:23])=[C:15]([CH:20]=[CH:21][CH:22]=1)[C:16]([O:18][CH3:19])=[O:17])(=[O:12])[CH3:11].CCN(C(C)C)C(C)C.O. Product: [C:7]([O:23][C:14]1[C:15]([C:16]([O:18][CH3:19])=[O:17])=[CH:20][CH:21]=[CH:22][C:13]=1[C:10](=[O:12])[CH3:11])(=[O:8])[C:4]1[CH:5]=[CH:6][N:1]=[CH:2][CH:3]=1. The catalyst class is: 23. (6) Reactant: [CH:1]1[CH:2]=[CH:3][C:4]2[S:9][N:8]=[C:7]([N:10]3[CH2:15][CH2:14][N:13]([CH2:16][CH2:17][C:18]4[CH:19]=[C:20]5[CH2:28][C:26](=[O:27])[NH:25][C:21]5=[CH:22][C:23]=4[Cl:24])[CH2:12][CH2:11]3)[C:5]=2[CH:6]=1.Cl.ClCCC1C=C2C(=CC=1Cl)NC(=O)C2.S1C2C=CC=CC=2C(N2CCNCC2)=N1. Product: [CH:1]1[CH:2]=[CH:3][C:4]2[S:9][N:8]=[C:7]([N:10]3[CH2:11][CH2:12][N:13]([CH2:16][CH2:17][C:18]4[CH:19]=[C:20]5[CH2:28][C:26](=[O:27])[NH:25][C:21]5=[CH:22][C:23]=4[Cl:24])[CH2:14][CH2:15]3)[C:5]=2[CH:6]=1. The catalyst class is: 813. (7) Reactant: CC(OC(/N=N/C(OC(C)C)=O)=O)C.[CH2:15]([C@H:22]1[C@@H:26]([C@H:27]2[CH2:31][C@H:30]([OH:32])[CH2:29][N:28]2[C:33]([O:35][C:36]([CH3:39])([CH3:38])[CH3:37])=[O:34])[O:25][C:24](=[O:40])[NH:23]1)[C:16]1[CH:21]=[CH:20][CH:19]=[CH:18][CH:17]=1.[C:41]1(O)[CH:46]=[CH:45][CH:44]=[CH:43][CH:42]=1. Product: [CH2:15]([C@H:22]1[C@@H:26]([C@H:27]2[CH2:31][C@@H:30]([O:32][C:41]3[CH:46]=[CH:45][CH:44]=[CH:43][CH:42]=3)[CH2:29][N:28]2[C:33]([O:35][C:36]([CH3:37])([CH3:39])[CH3:38])=[O:34])[O:25][C:24](=[O:40])[NH:23]1)[C:16]1[CH:21]=[CH:20][CH:19]=[CH:18][CH:17]=1. The catalyst class is: 1. (8) Product: [O:1]1[CH:5]=[CH:4][CH:3]=[C:2]1[C:6]1[CH:7]=[C:8]([CH:21]=[CH:22][CH:23]=1)[C:9]([N:11]1[CH2:16][CH2:15][CH2:14][CH:13]([C:17]([OH:19])=[O:18])[CH2:12]1)=[O:10]. The catalyst class is: 20. Reactant: [O:1]1[CH:5]=[CH:4][CH:3]=[C:2]1[C:6]1[CH:7]=[C:8]([CH:21]=[CH:22][CH:23]=1)[C:9]([N:11]1[CH2:16][CH2:15][CH2:14][CH:13]([C:17]([O:19]C)=[O:18])[CH2:12]1)=[O:10].[Li+].[OH-].Cl. (9) Reactant: [C:1]([O:5][C:6]([NH:8][C:9]1[CH:17]=[CH:16][CH:15]=[C:14]2[C:10]=1[CH:11]=[N:12][N:13]2[C:18]([C:28]1[CH:33]=[CH:32][C:31]([Cl:34])=[CH:30][CH:29]=1)([CH2:23][C:24]([F:27])([F:26])[F:25])[C:19](OC)=[O:20])=[O:7])([CH3:4])([CH3:3])[CH3:2].[H-].[H-].[H-].[H-].[Li+].[Al+3]. Product: [Cl:34][C:31]1[CH:32]=[CH:33][C:28]([C:18]([N:13]2[C:14]3[C:10](=[C:9]([NH:8][C:6](=[O:7])[O:5][C:1]([CH3:3])([CH3:2])[CH3:4])[CH:17]=[CH:16][CH:15]=3)[CH:11]=[N:12]2)([CH2:23][C:24]([F:26])([F:27])[F:25])[CH2:19][OH:20])=[CH:29][CH:30]=1. The catalyst class is: 1. (10) Reactant: [CH2:1]([O:8][C:9]1[CH:10]=[C:11]([CH:14]=[CH:15][N:16]=1)[CH:12]=O)[C:2]1[CH:7]=[CH:6][CH:5]=[CH:4][CH:3]=1.Cl.[CH:18]1([NH:21][C:22]([NH2:24])=[NH:23])[CH2:20][CH2:19]1.[C:25]([CH2:27][C:28](OCC)=[O:29])#[N:26].C(=O)([O-])[O-].[K+].[K+]. Product: [CH2:1]([O:8][C:9]1[CH:10]=[C:11]([C:12]2[C:27]([C:25]#[N:26])=[C:28]([OH:29])[N:24]=[C:22]([NH:21][CH:18]3[CH2:20][CH2:19]3)[N:23]=2)[CH:14]=[CH:15][N:16]=1)[C:2]1[CH:7]=[CH:6][CH:5]=[CH:4][CH:3]=1. The catalyst class is: 14.